From a dataset of Catalyst prediction with 721,799 reactions and 888 catalyst types from USPTO. Predict which catalyst facilitates the given reaction. (1) Reactant: [CH2:1]([N:8]1[CH2:13][CH2:12][CH:11]([CH3:14])[C:10](=O)[CH2:9]1)[C:2]1[CH:7]=[CH:6][CH:5]=[CH:4][CH:3]=1.[CH3:16][NH2:17].C(O)(=O)C. Product: [CH2:1]([N:8]1[CH2:13][CH2:12][CH:11]([CH3:14])[CH:10]([NH:17][CH3:16])[CH2:9]1)[C:2]1[CH:7]=[CH:6][CH:5]=[CH:4][CH:3]=1. The catalyst class is: 1. (2) Reactant: [Cl:1][C:2]1[CH:7]=[CH:6][N:5]2[N:8]=[C:9]([C:16]3[CH:21]=[CH:20][C:19]([F:22])=[CH:18][CH:17]=3)[C:10]([C:11](=O)[C:12]#[C:13]C)=[C:4]2[CH:3]=1.Cl.[CH:24]1([NH:29][C:30]([NH2:32])=[NH:31])[CH2:28][CH2:27][CH2:26][CH2:25]1.C(=O)([O-])[O-].[K+].[K+].O. Product: [Cl:1][C:2]1[CH:7]=[CH:6][N:5]2[N:8]=[C:9]([C:16]3[CH:17]=[CH:18][C:19]([F:22])=[CH:20][CH:21]=3)[C:10]([C:11]3[CH:12]=[CH:13][N:32]=[C:30]([NH:29][CH:24]4[CH2:28][CH2:27][CH2:26][CH2:25]4)[N:31]=3)=[C:4]2[CH:3]=1. The catalyst class is: 9. (3) Reactant: [NH2:1][C@H:2]([CH2:15][OH:16])[C@@H:3]([C:5]1[CH:10]=[CH:9][C:8]([S:11]([CH3:14])(=[O:13])=[O:12])=[CH:7][CH:6]=1)[OH:4].Cl.C(O[C:21]([C:23]1[CH:28]=[CH:27][CH:26]=[CH:25][CH:24]=1)=N)C.C(N(CC)CC)C. Product: [CH3:14][S:11]([C:8]1[CH:7]=[CH:6][C:5]([C@H:3]2[O:4][C:21]([C:23]3[CH:28]=[CH:27][CH:26]=[CH:25][CH:24]=3)=[N:1][C@@H:2]2[CH2:15][OH:16])=[CH:10][CH:9]=1)(=[O:13])=[O:12]. The catalyst class is: 6. (4) Reactant: N1C=CC=CC=1.[NH:7]1[CH2:14][CH2:13][CH2:12][C@@H:8]1[C:9]([OH:11])=[O:10].C[Si](Cl)(C)C.[C:20](Cl)(=[O:32])[CH2:21][CH2:22][CH2:23][CH2:24][CH2:25][CH2:26][CH2:27][CH2:28][CH2:29][CH2:30][CH3:31]. Product: [C:20]([N:7]1[CH2:14][CH2:13][CH2:12][C@@H:8]1[C:9]([OH:11])=[O:10])(=[O:32])[CH2:21][CH2:22][CH2:23][CH2:24][CH2:25][CH2:26][CH2:27][CH2:28][CH2:29][CH2:30][CH3:31]. The catalyst class is: 4. (5) Reactant: [CH3:1][C:2]1[CH:3]=[CH:4][C:5]([N:11]2[N:15]=[CH:14][CH:13]=[N:12]2)=[C:6]([CH:10]=1)[C:7]([OH:9])=O.[Cl:16][C:17]1[CH:32]=[CH:31][C:20]2[N:21]=[C:22]([CH2:24][CH:25]3[CH2:29][CH2:28][CH2:27][CH:26]3[NH2:30])[S:23][C:19]=2[CH:18]=1.CCN(C(C)C)C(C)C.CN(C(ON1N=NC2C=CC=CC1=2)=[N+](C)C)C.[B-](F)(F)(F)F. Product: [Cl:16][C:17]1[CH:32]=[CH:31][C:20]2[N:21]=[C:22]([CH2:24][CH:25]3[CH2:29][CH2:28][CH2:27][CH:26]3[NH:30][C:7](=[O:9])[C:6]3[CH:10]=[C:2]([CH3:1])[CH:3]=[CH:4][C:5]=3[N:11]3[N:15]=[CH:14][CH:13]=[N:12]3)[S:23][C:19]=2[CH:18]=1. The catalyst class is: 18. (6) Reactant: [CH3:1][CH:2]1[CH2:10][C:9]2[C:4](=[C:5]([Br:12])[CH:6]=[CH:7][C:8]=2[CH3:11])[C:3]1=[O:13].Cl.[OH-].[K+].[CH3:17]I. Product: [CH3:17][O:13][CH:3]1[C:4]2[C:9](=[C:8]([CH3:11])[CH:7]=[CH:6][C:5]=2[Br:12])[CH2:10][CH:2]1[CH3:1]. The catalyst class is: 278. (7) Reactant: [Cl:1][C:2]1[C:11]([C:12]2[CH:17]=[CH:16][CH:15]=[CH:14][C:13]=2[CH2:18][S:19]([CH3:22])(=[O:21])=[O:20])=[CH:10][C:9]([O:23]COCCOC)=[C:8]2[C:3]=1[C:4](=[O:36])[N:5](COCCOC)[CH:6]=[N:7]2.FC(F)(F)C(O)=O. Product: [Cl:1][C:2]1[C:11]([C:12]2[CH:17]=[CH:16][CH:15]=[CH:14][C:13]=2[CH2:18][S:19]([CH3:22])(=[O:21])=[O:20])=[CH:10][C:9]([OH:23])=[C:8]2[C:3]=1[C:4](=[O:36])[NH:5][CH:6]=[N:7]2. The catalyst class is: 6.